This data is from Retrosynthesis with 50K atom-mapped reactions and 10 reaction types from USPTO. The task is: Predict the reactants needed to synthesize the given product. (1) The reactants are: Cn1ccc(-c2ccc(C(=O)O)c(Cl)c2)n1.c1cnc2c(c1)CNc1ccccc1N2. Given the product Cn1ccc(-c2ccc(C(=O)N3Cc4cccnc4Nc4ccccc43)c(Cl)c2)n1, predict the reactants needed to synthesize it. (2) Given the product Cc1cccc(CC2(C(=O)O)CCN(C(=O)OC(C)(C)C)CC2)c1, predict the reactants needed to synthesize it. The reactants are: Cc1cccc(CC2(C(=O)OCc3ccccc3)CCN(C(=O)OC(C)(C)C)CC2)c1.